This data is from Full USPTO retrosynthesis dataset with 1.9M reactions from patents (1976-2016). The task is: Predict the reactants needed to synthesize the given product. (1) The reactants are: Br[C:2]1[CH:3]=[CH:4][C:5]([C:13]([OH:15])=[O:14])=[N:6][C:7]=1[O:8][CH2:9][CH:10]1[CH2:12][CH2:11]1.[CH3:16][CH:17]1[CH2:21][CH2:20][CH2:19][NH:18]1.C1(P(C2C=CC=CC=2)C2C=CC3C(=CC=CC=3)C=2C2C3C(=CC=CC=3)C=CC=2P(C2C=CC=CC=2)C2C=CC=CC=2)C=CC=CC=1.C(=O)([O-])[O-].[Cs+].[Cs+]. Given the product [CH:10]1([CH2:9][O:8][C:7]2[N:6]=[C:5]([C:13]([OH:15])=[O:14])[CH:4]=[CH:3][C:2]=2[N:18]2[CH2:19][CH2:20][CH2:21][CH:17]2[CH3:16])[CH2:12][CH2:11]1, predict the reactants needed to synthesize it. (2) Given the product [F:1][C:2]([F:7])([F:6])[C:3]([OH:5])=[O:4].[CH3:73][O:72][C:70](=[O:71])[C:67]1[CH:68]=[CH:69][C:64]([CH2:63][N:49]([C:50]([C:52]2[CH:57]=[CH:56][C:55]([CH2:58][CH2:59][CH2:60][CH2:61][CH3:62])=[CH:54][N:53]=2)=[O:51])[CH:46]2[CH2:47][CH2:48][NH:43][CH2:44][CH2:45]2)=[CH:65][CH:66]=1, predict the reactants needed to synthesize it. The reactants are: [F:1][C:2]([F:7])([F:6])[C:3]([OH:5])=[O:4].BrC1C=CC(CN(C2CCNCC2)C(C2C=CC(CCCCC)=CN=2)=O)=CC=1.C(OC([N:43]1[CH2:48][CH2:47][CH:46]([N:49]([CH2:63][C:64]2[CH:69]=[CH:68][C:67]([C:70]([O:72][CH3:73])=[O:71])=[CH:66][CH:65]=2)[C:50]([C:52]2[CH:57]=[CH:56][C:55]([CH2:58][CH2:59][CH2:60][CH2:61][CH3:62])=[CH:54][N:53]=2)=[O:51])[CH2:45][CH2:44]1)=O)(C)(C)C. (3) The reactants are: [C:1]([CH2:3][CH2:4][N:5]1[C:13]2[C:8](=[CH:9][CH:10]=[C:11]([C:14]([O:16][CH2:17][CH3:18])=[O:15])[CH:12]=2)[CH:7]=[C:6]1[C:19]([O:21]CC)=O)#[N:2].[BH4-].[Na+]. Given the product [O:21]=[C:19]1[C:6]2=[CH:7][C:8]3[CH:9]=[CH:10][C:11]([C:14]([O:16][CH2:17][CH3:18])=[O:15])=[CH:12][C:13]=3[N:5]2[CH2:4][CH2:3][CH2:1][NH:2]1, predict the reactants needed to synthesize it.